Dataset: Reaction yield outcomes from USPTO patents with 853,638 reactions. Task: Predict the reaction yield, written as a fraction of the theoretical maximum amount of product (1.0 means a 100% yield; for example, 0.34 means a 34% yield). (1) The reactants are [CH:1]([C:4]1[C:8]([CH2:9][CH2:10][CH2:11][CH2:12][OH:13])=[CH:7][N:6]([C:14]2[CH:19]=[CH:18][C:17]([C:20]([F:23])([F:22])[F:21])=[CH:16][N:15]=2)[N:5]=1)([CH3:3])[CH3:2].O[C:25]1[CH:26]=[C:27]([CH:36]=[CH:37][CH:38]=1)[O:28][C:29]([CH3:35])([CH3:34])[C:30]([O:32]C)=[O:31].C(P(CCCC)CCCC)CCC.N(C(N1CCCCC1)=O)=NC(N1CCCCC1)=O. The catalyst is O1CCCC1. The product is [CH:1]([C:4]1[C:8]([CH2:9][CH2:10][CH2:11][CH2:12][O:13][C:25]2[CH:26]=[C:27]([CH:36]=[CH:37][CH:38]=2)[O:28][C:29]([CH3:35])([CH3:34])[C:30]([OH:32])=[O:31])=[CH:7][N:6]([C:14]2[CH:19]=[CH:18][C:17]([C:20]([F:22])([F:21])[F:23])=[CH:16][N:15]=2)[N:5]=1)([CH3:3])[CH3:2]. The yield is 0.330. (2) The reactants are [CH3:1][O:2][C:3]1[CH:12]=[CH:11][C:10]2[C:5](=[CH:6][N+:7]3[CH2:20][CH2:19][C:18]4[C:13](=[CH:14][C:15]5[O:23][CH2:22][O:21][C:16]=5[CH:17]=4)[C:8]=3[CH:9]=2)[C:4]=1[O:24][CH3:25].[Cl-].[C:27]([Mg]Br)([CH3:29])=[CH2:28]. The catalyst is C(OCC)C. The product is [C:27]([CH:6]1[N:7]2[CH2:20][CH2:19][C:18]3[C:13]([C:8]2=[CH:9][C:10]2[CH:11]=[CH:12][C:3]([O:2][CH3:1])=[C:4]([O:24][CH3:25])[C:5]1=2)=[CH:14][C:15]1[O:23][CH2:22][O:21][C:16]=1[CH:17]=3)([CH3:29])=[CH2:28]. The yield is 0.980. (3) The reactants are Cl[C:2]1[N:7]=[C:6]([NH:8][C:9]2[CH:14]=[CH:13][C:12]3[O:15][CH2:16][CH2:17][O:18][C:11]=3[CH:10]=2)[C:5]([F:19])=[CH:4][N:3]=1.[CH:20](N(CC)C(C)C)(C)C.[CH2:29]([O:33][C:34]1[CH:40]=[CH:39][C:37](N)=[CH:36][CH:35]=1)[CH2:30][CH2:31][CH3:32]. The catalyst is C(O)CO. The product is [CH2:29]([O:33][C:34]1[CH:40]=[CH:39][C:37]([NH:7][C:2]2[CH:20]=[C:6]([NH:8][C:9]3[CH:14]=[CH:13][C:12]4[O:15][CH2:16][CH2:17][O:18][C:11]=4[CH:10]=3)[C:5]([F:19])=[CH:4][N:3]=2)=[CH:36][CH:35]=1)[CH2:30][CH2:31][CH3:32]. The yield is 0.490. (4) The reactants are [CH3:1][C:2]1[C:10]([N+:11]([O-:13])=[O:12])=[CH:9][CH:8]=[C:7]([CH3:14])[C:3]=1[C:4]([OH:6])=[O:5].[CH:15]1[CH:20]=[CH:19][C:18]([CH2:21]Br)=[CH:17][CH:16]=1.C([O-])([O-])=O.[K+].[K+].CN(C=O)C. The catalyst is CCOC(C)=O. The product is [CH2:21]([O:5][C:4](=[O:6])[C:3]1[C:7]([CH3:14])=[CH:8][CH:9]=[C:10]([N+:11]([O-:13])=[O:12])[C:2]=1[CH3:1])[C:18]1[CH:19]=[CH:20][CH:15]=[CH:16][CH:17]=1. The yield is 0.450. (5) The reactants are [CH3:1][O:2][C:3]1[CH:4]=[C:5]([CH:8]=[C:9]([O:11][CH3:12])[CH:10]=1)[CH:6]=[O:7].[Br:13]Br. The catalyst is C(O)(=O)C. The product is [Br:13][C:8]1[C:9]([O:11][CH3:12])=[CH:10][C:3]([O:2][CH3:1])=[CH:4][C:5]=1[CH:6]=[O:7]. The yield is 0.660. (6) The reactants are [NH2:1][C@@H:2]1[CH2:7][CH2:6][CH2:5][NH:4][C:3]1=[O:8].C(N(CC)CC)C.[C:16](O[C:16]([O:18][C:19]([CH3:22])([CH3:21])[CH3:20])=[O:17])([O:18][C:19]([CH3:22])([CH3:21])[CH3:20])=[O:17]. The catalyst is C(Cl)Cl. The product is [O:8]=[C:3]1[C@H:2]([NH:1][C:16](=[O:17])[O:18][C:19]([CH3:22])([CH3:21])[CH3:20])[CH2:7][CH2:6][CH2:5][NH:4]1. The yield is 0.880. (7) No catalyst specified. The reactants are [CH3:1][N:2]([CH3:19])[CH2:3][CH2:4][N:5]1[CH2:11][CH2:10][CH2:9][C:8]2[NH:12][C:13]([CH:16]=O)=[C:14]([CH3:15])[C:7]=2[C:6]1=[O:18].[F:20][C:21]1[CH:22]=[C:23]2[C:27](=[CH:28][CH:29]=1)[NH:26][C:25](=[O:30])[CH2:24]2. The yield is 0.680. The product is [CH3:1][N:2]([CH3:19])[CH2:3][CH2:4][N:5]1[CH2:11][CH2:10][CH2:9][C:8]2[NH:12][C:13]([CH:16]=[C:24]3[C:23]4[C:27](=[CH:28][CH:29]=[C:21]([F:20])[CH:22]=4)[NH:26][C:25]3=[O:30])=[C:14]([CH3:15])[C:7]=2[C:6]1=[O:18].